This data is from TCR-epitope binding with 47,182 pairs between 192 epitopes and 23,139 TCRs. The task is: Binary Classification. Given a T-cell receptor sequence (or CDR3 region) and an epitope sequence, predict whether binding occurs between them. (1) The epitope is FVDGVPFVV. The TCR CDR3 sequence is CASSQEGASNEQFF. Result: 1 (the TCR binds to the epitope). (2) The epitope is KLSYGIATV. The TCR CDR3 sequence is CASSTIGTGNTEAFF. Result: 1 (the TCR binds to the epitope). (3) Result: 1 (the TCR binds to the epitope). The TCR CDR3 sequence is CASSEYFSFTYEQYF. The epitope is YYRRATRRIR. (4) The epitope is GTSGSPIIDK. Result: 0 (the TCR does not bind to the epitope). The TCR CDR3 sequence is CASSDRSQYGYTF.